Dataset: Reaction yield outcomes from USPTO patents with 853,638 reactions. Task: Predict the reaction yield, written as a fraction of the theoretical maximum amount of product (1.0 means a 100% yield; for example, 0.34 means a 34% yield). (1) The reactants are Cl[C:2]1[N:7]=[C:6]([NH:8][C:9]2[CH:14]=[CH:13][C:12]3[O:15][CH2:16][CH2:17][O:18][C:11]=3[CH:10]=2)[C:5]([F:19])=[CH:4][N:3]=1.[CH:20](N(CC)C(C)C)(C)C.[CH2:29]([O:33][C:34]1[CH:40]=[CH:39][C:37](N)=[CH:36][CH:35]=1)[CH2:30][CH2:31][CH3:32]. The catalyst is C(O)CO. The product is [CH2:29]([O:33][C:34]1[CH:40]=[CH:39][C:37]([NH:7][C:2]2[CH:20]=[C:6]([NH:8][C:9]3[CH:14]=[CH:13][C:12]4[O:15][CH2:16][CH2:17][O:18][C:11]=4[CH:10]=3)[C:5]([F:19])=[CH:4][N:3]=2)=[CH:36][CH:35]=1)[CH2:30][CH2:31][CH3:32]. The yield is 0.490. (2) The reactants are [N:1]([CH2:4][CH2:5][C:6]1[CH:11]=[CH:10][CH:9]=[CH:8][CH:7]=1)=[C:2]=[O:3].[NH2:12][CH2:13][CH2:14][CH2:15][CH2:16][C:17]([CH3:26])([C:20]1[CH:25]=[CH:24][CH:23]=[CH:22][CH:21]=1)[CH2:18][OH:19]. The catalyst is C(Cl)Cl. The product is [OH:19][CH2:18][C:17]([CH3:26])([C:20]1[CH:21]=[CH:22][CH:23]=[CH:24][CH:25]=1)[CH2:16][CH2:15][CH2:14][CH2:13][NH:12][C:2]([NH:1][CH2:4][CH2:5][C:6]1[CH:11]=[CH:10][CH:9]=[CH:8][CH:7]=1)=[O:3]. The yield is 1.24. (3) The reactants are [CH2:1]([Li])CCC.[C:6]1([CH:12]([C:15]2[CH:20]=[CH:19][CH:18]=[CH:17][CH:16]=2)[CH:13]=O)[CH:11]=[CH:10][CH:9]=[CH:8][CH:7]=1.C(OCC)C. The catalyst is [Br-].C[P+](C1C=CC=CC=1)(C1C=CC=CC=1)C1C=CC=CC=1.C1COCC1. The product is [C:6]1([CH:12]([C:15]2[CH:20]=[CH:19][CH:18]=[CH:17][CH:16]=2)[CH:13]=[CH2:1])[CH:11]=[CH:10][CH:9]=[CH:8][CH:7]=1. The yield is 0.460.